From a dataset of Forward reaction prediction with 1.9M reactions from USPTO patents (1976-2016). Predict the product of the given reaction. Given the reactants [N:1]1([C@@H:7]2[CH2:11][CH2:10][N:9](C(OC(C)(C)C)=O)[CH2:8]2)[CH2:6][CH2:5][CH2:4][CH2:3][CH2:2]1.[ClH:19].O1CCOCC1, predict the reaction product. The product is: [ClH:19].[ClH:19].[NH:9]1[CH2:10][CH2:11][C@@H:7]([N:1]2[CH2:2][CH2:3][CH2:4][CH2:5][CH2:6]2)[CH2:8]1.